This data is from Forward reaction prediction with 1.9M reactions from USPTO patents (1976-2016). The task is: Predict the product of the given reaction. (1) Given the reactants [Br:1][C:2]1[C:3](=[O:9])[NH:4][CH:5]=[C:6]([Cl:8])[CH:7]=1.C(=O)([O-])[O-].[K+].[K+].[CH2:16](Br)[C:17]1[CH:22]=[CH:21][CH:20]=[CH:19][CH:18]=1, predict the reaction product. The product is: [CH2:16]([N:4]1[CH:5]=[C:6]([Cl:8])[CH:7]=[C:2]([Br:1])[C:3]1=[O:9])[C:17]1[CH:22]=[CH:21][CH:20]=[CH:19][CH:18]=1. (2) Given the reactants [CH3:1][C:2]1[CH:17]=[C:16]([NH:18][C:19]2[C:20]3[CH:28]=[C:27]([N:29]4[CH2:33][CH2:32][CH2:31][CH2:30]4)[N:26]=[CH:25][C:21]=3[N:22]=[CH:23][N:24]=2)[CH:15]=[CH:14][C:3]=1[O:4][C:5]1[CH:6]=[C:7]([CH:11]=[CH:12][CH:13]=1)[C:8](O)=[O:9].CN(C(ON1N=NC2C=CC=NC1=2)=[N+](C)C)C.F[P-](F)(F)(F)(F)F.CCN(CC)CC.[C:65]([NH2:69])([CH3:68])([CH3:67])[CH3:66], predict the reaction product. The product is: [C:65]([NH:69][C:8](=[O:9])[C:7]1[CH:11]=[CH:12][CH:13]=[C:5]([O:4][C:3]2[CH:14]=[CH:15][C:16]([NH:18][C:19]3[C:20]4[CH:28]=[C:27]([N:29]5[CH2:33][CH2:32][CH2:31][CH2:30]5)[N:26]=[CH:25][C:21]=4[N:22]=[CH:23][N:24]=3)=[CH:17][C:2]=2[CH3:1])[CH:6]=1)([CH3:68])([CH3:67])[CH3:66].